This data is from Forward reaction prediction with 1.9M reactions from USPTO patents (1976-2016). The task is: Predict the product of the given reaction. (1) The product is: [CH:33]([N:4]1[C:5]([C:7]2[N:8]=[C:9]3[C:10]4[CH:11]=[CH:12][C:13]([C:21]5[CH:22]=[N:23][N:24]([CH3:32])[C:25]=5[CH:26]5[CH2:31][CH2:30][CH2:29][N:28]([C:37]([CH3:44])([CH3:43])[C:38]([NH2:48])=[O:39])[CH2:27]5)=[CH:14][C:15]=4[O:16][CH2:17][CH2:18][N:19]3[CH:20]=2)=[N:6][C:2]([CH3:1])=[N:3]1)([CH3:35])[CH3:34]. Given the reactants [CH3:1][C:2]1[N:6]=[C:5]([C:7]2[N:8]=[C:9]3[N:19]([CH:20]=2)[CH2:18][CH2:17][O:16][C:15]2[C:10]3=[CH:11][CH:12]=[C:13]([C:21]3[CH:22]=[N:23][N:24]([CH3:32])[C:25]=3[CH:26]3[CH2:31][CH2:30][CH2:29][NH:28][CH2:27]3)[CH:14]=2)[N:4]([CH:33]([CH3:35])[CH3:34])[N:3]=1.Br[C:37]([CH3:44])([CH3:43])[C:38](OCC)=[O:39].O.CC#[N:48], predict the reaction product. (2) Given the reactants [CH3:1][C:2]([C:15]1[C:16]([CH3:24])=[N:17][C:18]([N+:21]([O-:23])=[O:22])=[CH:19][CH:20]=1)(C(OCC)=O)[C:3]([O:5][C:6](C)(C)[CH3:7])=[O:4], predict the reaction product. The product is: [CH3:24][C:16]1[C:15]([CH:2]([CH3:1])[C:3]([O:5][CH2:6][CH3:7])=[O:4])=[CH:20][CH:19]=[C:18]([N+:21]([O-:23])=[O:22])[N:17]=1. (3) Given the reactants [CH3:1][C:2]1[CH:7]=[CH:6][CH:5]=[CH:4][C:3]=1[C:8]1[CH:13]=[CH:12][C:11]([CH:14]=O)=[CH:10][CH:9]=1.[CH3:16][NH:17][CH2:18][CH:19]([C:21]1[CH:26]=[CH:25][CH:24]=[CH:23][CH:22]=1)[OH:20].[BH-](OC(C)=O)(OC(C)=O)OC(C)=O.[Na+], predict the reaction product. The product is: [CH3:16][N:17]([CH2:18][CH:19]([C:21]1[CH:26]=[CH:25][CH:24]=[CH:23][CH:22]=1)[OH:20])[CH2:14][C:11]1[CH:10]=[CH:9][C:8]([C:3]2[CH:4]=[CH:5][CH:6]=[CH:7][C:2]=2[CH3:1])=[CH:13][CH:12]=1. (4) Given the reactants [F:1][C:2]1[CH:3]=[C:4]([CH2:19][N:20]2[CH2:25][CH2:24][NH:23][C@@H:22]([CH3:26])[CH2:21]2)[C:5]([CH3:18])=[C:6]([NH:8][C:9](=[O:17])[C:10]2[CH:15]=[CH:14][C:13]([CH3:16])=[N:12][CH:11]=2)[CH:7]=1.[CH:27]1([CH:30]([F:34])[C:31](O)=[O:32])[CH2:29][CH2:28]1.CN(C(ON1N=NC2C=CC=NC1=2)=[N+](C)C)C.F[P-](F)(F)(F)(F)F.C(N(C(C)C)C(C)C)C, predict the reaction product. The product is: [CH:27]1([CH:30]([F:34])[C:31]([N:23]2[CH2:24][CH2:25][N:20]([CH2:19][C:4]3[C:5]([CH3:18])=[C:6]([NH:8][C:9](=[O:17])[C:10]4[CH:15]=[CH:14][C:13]([CH3:16])=[N:12][CH:11]=4)[CH:7]=[C:2]([F:1])[CH:3]=3)[CH2:21][C@@H:22]2[CH3:26])=[O:32])[CH2:29][CH2:28]1. (5) Given the reactants [NH2:1][C:2]1[CH:7]=[CH:6][CH:5]=[CH:4][N:3]=1.[C:8](N1C=CN=C1)(N1C=CN=C1)=[O:9].[CH3:20][C:21]1[C:22]([CH2:28][N:29]([CH2:36][C:37]2[C:42]([CH:43]([CH3:45])[CH3:44])=[CH:41][CH:40]=[CH:39][N:38]=2)[CH:30]2[CH2:35][CH2:34][NH:33][CH2:32][CH2:31]2)=[N:23][CH:24]=[C:25]([CH3:27])[CH:26]=1.C([O-])(O)=O.[Na+], predict the reaction product. The product is: [N:3]1[CH:4]=[CH:5][CH:6]=[CH:7][C:2]=1[NH:1][C:8]([N:33]1[CH2:34][CH2:35][CH:30]([N:29]([CH2:28][C:22]2[C:21]([CH3:20])=[CH:26][C:25]([CH3:27])=[CH:24][N:23]=2)[CH2:36][C:37]2[C:42]([CH:43]([CH3:45])[CH3:44])=[CH:41][CH:40]=[CH:39][N:38]=2)[CH2:31][CH2:32]1)=[O:9]. (6) Given the reactants [CH2:1]([N:3]=[C:4]=[O:5])[CH3:2].[NH:6]1[CH2:9][CH:8]([NH:10][C:11]([NH:13][C:14]2[CH:19]=[CH:18][C:17]([O:20][C:21]3[CH:26]=[CH:25][N:24]=[C:23]4[CH:27]=[C:28]([C:30]5[CH:35]=[CH:34][C:33]([CH2:36][NH:37][CH2:38][CH2:39][O:40][CH3:41])=[CH:32][N:31]=5)[S:29][C:22]=34)=[C:16]([F:42])[CH:15]=2)=[O:12])[CH2:7]1.[CH3:43][CH2:44][N:45]([CH2:48]C)CC.C1C[O:53]CC1, predict the reaction product. The product is: [CH2:1]([NH:3][C:4]([N:6]1[CH2:7][CH:8]([NH:10][C:11]([NH:13][C:14]2[CH:19]=[CH:18][C:17]([O:20][C:21]3[CH:26]=[CH:25][N:24]=[C:23]4[CH:27]=[C:28]([C:30]5[CH:35]=[CH:34][C:33]([CH2:36][N:37]([CH2:38][CH2:39][O:40][CH3:41])[C:48]([NH:45][CH2:44][CH3:43])=[O:53])=[CH:32][N:31]=5)[S:29][C:22]=34)=[C:16]([F:42])[CH:15]=2)=[O:12])[CH2:9]1)=[O:5])[CH3:2]. (7) The product is: [O:1]=[C:2]([OH:13])[C@@H:3]([C@H:5]([C@@H:7]([C@@H:9]([CH2:11][OH:12])[OH:10])[OH:8])[OH:6])[OH:4].[NH2:16][C:15]([NH2:17])=[NH:14]. Given the reactants [O:1]=[C:2]([OH:13])[C@@H:3]([C@H:5]([C@@H:7]([C@@H:9]([CH2:11][OH:12])[OH:10])[OH:8])[OH:6])[OH:4].[NH2:14][C:15]([NH2:17])=[NH:16], predict the reaction product. (8) Given the reactants [CH3:1][C:2]1[O:6][N:5]=[C:4]([C:7]2[CH:12]=[CH:11][CH:10]=[CH:9][CH:8]=2)[C:3]=1[C:13]([NH:15][NH2:16])=[O:14].[CH3:17][S:18]([C:21]1[CH:29]=[CH:28][C:24]([C:25](O)=O)=[CH:23][CH:22]=1)(=[O:20])=[O:19], predict the reaction product. The product is: [CH3:17][S:18]([C:21]1[CH:29]=[CH:28][C:24]([C:25]2[O:14][C:13]([C:3]3[C:4]([C:7]4[CH:12]=[CH:11][CH:10]=[CH:9][CH:8]=4)=[N:5][O:6][C:2]=3[CH3:1])=[N:15][N:16]=2)=[CH:23][CH:22]=1)(=[O:19])=[O:20].